This data is from Reaction yield outcomes from USPTO patents with 853,638 reactions. The task is: Predict the reaction yield, written as a fraction of the theoretical maximum amount of product (1.0 means a 100% yield; for example, 0.34 means a 34% yield). (1) The catalyst is C1COCC1.O. The product is [CH3:48][C:44]1[N:43]=[C:42]([C:31]2[CH:30]=[C:29]([O:28][CH:13]3[CH2:12][CH:11]4[CH:15]([C:16](=[O:27])[N:17]([CH3:26])[CH2:18][CH2:19][CH2:20][CH2:21][CH:22]=[CH:23][CH:24]5[C:8]([C:6]([OH:7])=[O:5])([NH:9][C:10]4=[O:49])[CH2:25]5)[CH2:14]3)[C:38]3[C:33](=[C:34]([CH3:41])[C:35]([O:39][CH3:40])=[CH:36][CH:37]=3)[N:32]=2)[CH:47]=[CH:46][CH:45]=1. The yield is 0.650. The reactants are [Li+].[OH-].C([O:5][C:6]([C:8]12[CH2:25][CH:24]1[CH:23]=[CH:22][CH2:21][CH2:20][CH2:19][CH2:18][N:17]([CH3:26])[C:16](=[O:27])[CH:15]1[CH:11]([CH2:12][CH:13]([O:28][C:29]3[C:38]4[C:33](=[C:34]([CH3:41])[C:35]([O:39][CH3:40])=[CH:36][CH:37]=4)[N:32]=[C:31]([C:42]4[CH:47]=[CH:46][CH:45]=[C:44]([CH3:48])[N:43]=4)[CH:30]=3)[CH2:14]1)[C:10](=[O:49])[NH:9]2)=[O:7])C.CO.C(O)(=O)C. (2) The reactants are C(=O)(OC)[O:2][C:3]1[CH:8]=[C:7]([N+:9]([O-:11])=[O:10])[C:6]([F:12])=[CH:5][C:4]=1[C:13]([CH3:16])([CH3:15])[CH3:14].N1CCCCC1. The catalyst is C(Cl)Cl. The product is [C:13]([C:4]1[CH:5]=[C:6]([F:12])[C:7]([N+:9]([O-:11])=[O:10])=[CH:8][C:3]=1[OH:2])([CH3:16])([CH3:14])[CH3:15]. The yield is 0.620. (3) The reactants are N(C(OCC)=O)=NC(OCC)=O.[OH:13][CH2:14][CH2:15][N:16]1[CH2:21][CH2:20][N:19]([C:22]([O:24][C:25]([CH3:28])([CH3:27])[CH3:26])=[O:23])[CH2:18][CH2:17]1.[Br:29][C:30]1[CH:35]=[CH:34][C:33](O)=[CH:32][CH:31]=1.C1(P(C2C=CC=CC=2)C2C=CC=CC=2)C=CC=CC=1. The catalyst is O1CCCC1. The product is [Br:29][C:30]1[CH:35]=[CH:34][C:33]([O:13][CH2:14][CH2:15][N:16]2[CH2:21][CH2:20][N:19]([C:22]([O:24][C:25]([CH3:28])([CH3:27])[CH3:26])=[O:23])[CH2:18][CH2:17]2)=[CH:32][CH:31]=1. The yield is 0.140. (4) The reactants are [Si:1]([O:8][CH2:9][CH2:10][O:11][CH:12]1[CH2:17][CH2:16][NH:15][CH2:14][CH2:13]1)([C:4]([CH3:7])([CH3:6])[CH3:5])([CH3:3])[CH3:2].[CH2:18]([O:25][C:26]1[CH:31]=[CH:30][C:29](I)=[CH:28][CH:27]=1)[C:19]1[CH:24]=[CH:23][CH:22]=[CH:21][CH:20]=1.C1CCC(P(C2C(C3C=CC=CC=3)=CC=CC=2)C2CCCCC2)CC1.CC(C)([O-])C.[Na+]. The catalyst is C([O-])(=O)C.[Pd+2].C([O-])(=O)C.C(OCC)(=O)C.O1CCOCC1. The product is [CH2:18]([O:25][C:26]1[CH:31]=[CH:30][C:29]([N:15]2[CH2:16][CH2:17][CH:12]([O:11][CH2:10][CH2:9][O:8][Si:1]([C:4]([CH3:7])([CH3:6])[CH3:5])([CH3:3])[CH3:2])[CH2:13][CH2:14]2)=[CH:28][CH:27]=1)[C:19]1[CH:24]=[CH:23][CH:22]=[CH:21][CH:20]=1. The yield is 0.250. (5) The reactants are [CH2:1]([O:3][N:4]=[C:5]([C:12]1[CH:17]=[CH:16][CH:15]=[CH:14][CH:13]=1)[C:6]1[CH:11]=[CH:10][CH:9]=[CH:8][CH:7]=1)[CH3:2].[BH3-]C#N.[Na+]. No catalyst specified. The product is [CH2:1]([O:3][NH:4][CH:5]([C:12]1[CH:17]=[CH:16][CH:15]=[CH:14][CH:13]=1)[C:6]1[CH:11]=[CH:10][CH:9]=[CH:8][CH:7]=1)[CH3:2]. The yield is 0.540. (6) The reactants are [NH2:1][C:2]1[C:11]2[C:6](=[C:7](Br)[CH:8]=[CH:9][CH:10]=2)[N:5]=[N:4][C:3]=1[C:13]([NH:15][CH2:16][CH2:17][CH3:18])=[O:14].[F:19][C:20]1[CH:21]=[C:22](B(O)O)[CH:23]=[CH:24][C:25]=1[F:26]. No catalyst specified. The product is [NH2:1][C:2]1[C:11]2[C:6](=[C:7]([C:23]3[CH:22]=[CH:21][C:20]([F:19])=[C:25]([F:26])[CH:24]=3)[CH:8]=[CH:9][CH:10]=2)[N:5]=[N:4][C:3]=1[C:13]([NH:15][CH2:16][CH2:17][CH3:18])=[O:14]. The yield is 0.987.